Dataset: Full USPTO retrosynthesis dataset with 1.9M reactions from patents (1976-2016). Task: Predict the reactants needed to synthesize the given product. Given the product [O:49]=[C:48]1[NH:8][C:7]2[CH:6]=[CH:5][C:4]([C:9]3[S:13][C:12]([N:14]([C:36]([O:38][C:39]([CH3:42])([CH3:41])[CH3:40])=[O:37])[CH2:15][C@@H:16]([NH:28][C:29](=[O:35])[O:30][C:31]([CH3:32])([CH3:33])[CH3:34])[CH2:17][C:18]4[CH:19]=[CH:20][C:21]([C:24]([F:25])([F:26])[F:27])=[CH:22][CH:23]=4)=[N:11][N:10]=3)=[CH:3][C:2]=2[O:1]1, predict the reactants needed to synthesize it. The reactants are: [OH:1][C:2]1[CH:3]=[C:4]([C:9]2[S:13][C:12]([N:14]([C:36]([O:38][C:39]([CH3:42])([CH3:41])[CH3:40])=[O:37])[CH2:15][C@@H:16]([NH:28][C:29](=[O:35])[O:30][C:31]([CH3:34])([CH3:33])[CH3:32])[CH2:17][C:18]3[CH:23]=[CH:22][C:21]([C:24]([F:27])([F:26])[F:25])=[CH:20][CH:19]=3)=[N:11][N:10]=2)[CH:5]=[CH:6][C:7]=1[NH2:8].C1N=CN([C:48](N2C=NC=C2)=[O:49])C=1.